This data is from Full USPTO retrosynthesis dataset with 1.9M reactions from patents (1976-2016). The task is: Predict the reactants needed to synthesize the given product. (1) Given the product [O:18]=[C:16]([C:12]1[CH:13]=[CH:14][C:15]2[C:6]([C:2]3[S:1][CH:5]=[CH:4][CH:3]=3)=[CH:7][CH2:8][C:9]([CH3:20])([CH3:19])[C:10]=2[CH:11]=1)[CH:17]=[CH:28][C:27]1[CH:30]=[CH:31][C:24]([C:21]([OH:23])=[O:22])=[CH:25][CH:26]=1, predict the reactants needed to synthesize it. The reactants are: [S:1]1[CH:5]=[CH:4][CH:3]=[C:2]1[C:6]1[C:15]2[C:10](=[CH:11][C:12]([C:16](=[O:18])[CH3:17])=[CH:13][CH:14]=2)[C:9]([CH3:20])([CH3:19])[CH2:8][CH:7]=1.[C:21]([C:24]1[CH:31]=[CH:30][C:27]([CH:28]=O)=[CH:26][CH:25]=1)([OH:23])=[O:22].[OH-].[Na+]. (2) Given the product [OH:39][CH:36]([CH2:37][OH:38])[CH2:35][NH:34][CH2:2][C:3]([N:5]1[CH2:11][CH2:10][C:9]2[CH:12]=[C:13]([CH3:33])[C:14]([C:16]3[N:20]=[C:19]([C:21]4[CH:22]=[CH:23][C:24]([O:29][CH:30]([CH3:32])[CH3:31])=[C:25]([CH:28]=4)[C:26]#[N:27])[O:18][N:17]=3)=[CH:15][C:8]=2[CH2:7][CH2:6]1)=[O:4], predict the reactants needed to synthesize it. The reactants are: Br[CH2:2][C:3]([N:5]1[CH2:11][CH2:10][C:9]2[CH:12]=[C:13]([CH3:33])[C:14]([C:16]3[N:20]=[C:19]([C:21]4[CH:22]=[CH:23][C:24]([O:29][CH:30]([CH3:32])[CH3:31])=[C:25]([CH:28]=4)[C:26]#[N:27])[O:18][N:17]=3)=[CH:15][C:8]=2[CH2:7][CH2:6]1)=[O:4].[NH2:34][CH2:35][CH:36]([OH:39])[CH2:37][OH:38].C(=O)([O-])[O-].[K+].[K+]. (3) Given the product [Cl:8][C:6]1[N:5]=[C:4]([S:9][CH3:10])[N:3]=[C:2]([NH:20][C@@H:21]2[CH2:22][CH2:23][C@H:24]([NH:27][C:28](=[O:37])[C:29]3[CH:34]=[CH:33][C:32]([F:35])=[C:31]([F:36])[CH:30]=3)[CH2:25][CH2:26]2)[CH:7]=1, predict the reactants needed to synthesize it. The reactants are: Cl[C:2]1[CH:7]=[C:6]([Cl:8])[N:5]=[C:4]([S:9][CH3:10])[N:3]=1.CCN(C(C)C)C(C)C.[NH2:20][C@@H:21]1[CH2:26][CH2:25][C@H:24]([NH:27][C:28](=[O:37])[C:29]2[CH:34]=[CH:33][C:32]([F:35])=[C:31]([F:36])[CH:30]=2)[CH2:23][CH2:22]1. (4) Given the product [O:2]1[C:6]2[CH:7]=[CH:8][CH:9]=[C:10]([CH:11]3[CH2:16][CH2:15][N:14]([CH2:17][CH2:18][C@H:19]4[CH2:20][CH2:21][C@H:22]([NH:25][C:36]([C:29]5[C:30]6[C:35](=[CH:34][CH:33]=[CH:32][CH:31]=6)[N:26]=[CH:27][CH:28]=5)=[O:37])[CH2:23][CH2:24]4)[CH2:13][CH2:12]3)[C:5]=2[O:4][CH2:3]1, predict the reactants needed to synthesize it. The reactants are: Cl.[O:2]1[C:6]2[CH:7]=[CH:8][CH:9]=[C:10]([CH:11]3[CH2:16][CH2:15][N:14]([CH2:17][CH2:18][C@H:19]4[CH2:24][CH2:23][C@H:22]([NH2:25])[CH2:21][CH2:20]4)[CH2:13][CH2:12]3)[C:5]=2[O:4][CH2:3]1.[N:26]1[C:35]2[C:30](=[CH:31][CH:32]=[CH:33][CH:34]=2)[C:29]([C:36](O)=[O:37])=[CH:28][CH:27]=1.